From a dataset of Merck oncology drug combination screen with 23,052 pairs across 39 cell lines. Regression. Given two drug SMILES strings and cell line genomic features, predict the synergy score measuring deviation from expected non-interaction effect. (1) Drug 1: C#Cc1cccc(Nc2ncnc3cc(OCCOC)c(OCCOC)cc23)c1. Drug 2: COC1=C2CC(C)CC(OC)C(O)C(C)C=C(C)C(OC(N)=O)C(OC)C=CC=C(C)C(=O)NC(=CC1=O)C2=O. Cell line: A375. Synergy scores: synergy=36.2. (2) Drug 1: N#Cc1ccc(Cn2cncc2CN2CCN(c3cccc(Cl)c3)C(=O)C2)cc1. Drug 2: O=C(CCCCCCC(=O)Nc1ccccc1)NO. Cell line: A427. Synergy scores: synergy=-32.7. (3) Drug 1: Nc1ccn(C2OC(CO)C(O)C2(F)F)c(=O)n1. Drug 2: CC(C)CC(NC(=O)C(Cc1ccccc1)NC(=O)c1cnccn1)B(O)O. Cell line: DLD1. Synergy scores: synergy=0.556. (4) Drug 1: CCN(CC)CCNC(=O)c1c(C)[nH]c(C=C2C(=O)Nc3ccc(F)cc32)c1C. Drug 2: CS(=O)(=O)CCNCc1ccc(-c2ccc3ncnc(Nc4ccc(OCc5cccc(F)c5)c(Cl)c4)c3c2)o1. Cell line: SKMEL30. Synergy scores: synergy=21.2. (5) Drug 1: CS(=O)(=O)CCNCc1ccc(-c2ccc3ncnc(Nc4ccc(OCc5cccc(F)c5)c(Cl)c4)c3c2)o1. Drug 2: COC1CC2CCC(C)C(O)(O2)C(=O)C(=O)N2CCCCC2C(=O)OC(C(C)CC2CCC(OP(C)(C)=O)C(OC)C2)CC(=O)C(C)C=C(C)C(O)C(OC)C(=O)C(C)CC(C)C=CC=CC=C1C. Cell line: NCIH2122. Synergy scores: synergy=32.8. (6) Drug 1: CC1CC2C3CCC4=CC(=O)C=CC4(C)C3(F)C(O)CC2(C)C1(O)C(=O)CO. Drug 2: C=CCn1c(=O)c2cnc(Nc3ccc(N4CCN(C)CC4)cc3)nc2n1-c1cccc(C(C)(C)O)n1. Synergy scores: synergy=70.4. Cell line: UWB1289. (7) Drug 1: CCC1(O)CC2CN(CCc3c([nH]c4ccccc34)C(C(=O)OC)(c3cc4c(cc3OC)N(C)C3C(O)(C(=O)OC)C(OC(C)=O)C5(CC)C=CCN6CCC43C65)C2)C1. Drug 2: O=C(CCCCCCC(=O)Nc1ccccc1)NO. Cell line: UACC62. Synergy scores: synergy=1.67. (8) Drug 1: CCC1=CC2CN(C1)Cc1c([nH]c3ccccc13)C(C(=O)OC)(c1cc3c(cc1OC)N(C)C1C(O)(C(=O)OC)C(OC(C)=O)C4(CC)C=CCN5CCC31C54)C2. Drug 2: Cn1c(=O)n(-c2ccc(C(C)(C)C#N)cc2)c2c3cc(-c4cnc5ccccc5c4)ccc3ncc21. Cell line: UWB1289BRCA1. Synergy scores: synergy=19.5.